From a dataset of Full USPTO retrosynthesis dataset with 1.9M reactions from patents (1976-2016). Predict the reactants needed to synthesize the given product. (1) Given the product [O:9]1[C:8]2[CH:7]=[CH:6][C:5]([N:11]3[CH2:16][CH2:15][NH:14][C@H:13]([CH3:17])[CH2:12]3)=[CH:4][C:3]=2[CH2:19][CH2:10]1, predict the reactants needed to synthesize it. The reactants are: CO[C:3]1[CH:4]=[C:5]([N:11]2[CH2:16][CH2:15][NH:14][C@H:13]([CH3:17])[CH2:12]2)[CH:6]=[CH:7][C:8]=1[O:9][CH3:10].Br[C:19]1C=CC2OCCC=2C=1. (2) Given the product [NH2:23][C:19]1[CH:18]=[C:17]([CH:22]=[CH:21][CH:20]=1)[CH2:16][C:10]1[CH:9]=[CH:8][C:7]2[NH:6][C:5]3[CH:4]=[N:3][N:2]([CH3:1])[C:14]=3[C:13](=[O:15])[C:12]=2[CH:11]=1, predict the reactants needed to synthesize it. The reactants are: [CH3:1][N:2]1[C:14]2[C:13](=[O:15])[C:12]3[CH:11]=[C:10]([CH2:16][C:17]4[CH:22]=[CH:21][CH:20]=[C:19]([N+:23]([O-])=O)[CH:18]=4)[CH:9]=[CH:8][C:7]=3[NH:6][C:5]=2[CH:4]=[N:3]1.[Cl-].[NH4+]. (3) Given the product [CH:1]([C:4]1[CH:15]=[CH:14][C:7]([CH2:8][N:9]2[CH2:10][CH:11]([O:13][S:24]([CH3:23])(=[O:26])=[O:25])[CH2:12]2)=[CH:6][CH:5]=1)([CH3:3])[CH3:2], predict the reactants needed to synthesize it. The reactants are: [CH:1]([C:4]1[CH:15]=[CH:14][C:7]([CH2:8][N:9]2[CH2:12][CH:11]([OH:13])[CH2:10]2)=[CH:6][CH:5]=1)([CH3:3])[CH3:2].C(N(CC)CC)C.[CH3:23][S:24](Cl)(=[O:26])=[O:25]. (4) Given the product [F:36][C:33]1[CH:34]=[CH:35][C:30]([C:24]([C:30]2[CH:35]=[CH:34][C:33]([F:36])=[CH:32][CH:31]=2)([C:21]2[CH:22]=[C:23]3[C:18](=[CH:19][CH:20]=2)[N:17]=[CH:16][N:15]=[C:14]3[NH:13][CH:10]2[CH2:9][CH2:8][N:7]([C:1]3[CH:6]=[CH:5][CH:4]=[CH:3][CH:2]=3)[CH2:12][CH2:11]2)[OH:25])=[CH:31][CH:32]=1, predict the reactants needed to synthesize it. The reactants are: [C:1]1([N:7]2[CH2:12][CH2:11][CH:10]([NH:13][C:14]3[C:23]4[C:18](=[CH:19][CH:20]=[C:21]([C:24](OC)=[O:25])[CH:22]=4)[N:17]=[CH:16][N:15]=3)[CH2:9][CH2:8]2)[CH:6]=[CH:5][CH:4]=[CH:3][CH:2]=1.Br[Mg][C:30]1[CH:35]=[CH:34][C:33]([F:36])=[CH:32][CH:31]=1. (5) Given the product [Cl:15][C:16]1[CH:21]=[CH:20][C:19]([C:22]2[CH:27]=[C:26]([C:28]([F:30])([F:29])[F:31])[N:25]=[C:24]([C:32]3[O:1][N:2]=[C:3]([C:4]4[CH:5]=[C:6]([S:10]([NH2:11])(=[O:12])=[O:13])[CH:7]=[CH:8][CH:9]=4)[N:14]=3)[N:23]=2)=[CH:18][C:17]=1[CH3:35], predict the reactants needed to synthesize it. The reactants are: [OH:1][NH:2][C:3](=[NH:14])[C:4]1[CH:9]=[CH:8][CH:7]=[C:6]([S:10](=[O:13])(=[O:12])[NH2:11])[CH:5]=1.[Cl:15][C:16]1[CH:21]=[CH:20][C:19]([C:22]2[CH:27]=[C:26]([C:28]([F:31])([F:30])[F:29])[N:25]=[C:24]([C:32](O)=O)[N:23]=2)=[CH:18][C:17]=1[CH3:35]. (6) Given the product [Cl:21][C:22]1[CH:27]=[C:26]([CH2:28][C:29]([O:31][C:1]([CH3:4])([CH3:3])[CH3:2])=[O:30])[CH:25]=[CH:24][N:23]=1, predict the reactants needed to synthesize it. The reactants are: [C:1](OC(=NC1CCCCC1)NC1CCCCC1)([CH3:4])([CH3:3])[CH3:2].[Cl:21][C:22]1[CH:27]=[C:26]([CH2:28][C:29]([OH:31])=[O:30])[CH:25]=[CH:24][N:23]=1.